This data is from Forward reaction prediction with 1.9M reactions from USPTO patents (1976-2016). The task is: Predict the product of the given reaction. (1) Given the reactants [CH3:1][O:2][C:3](=[O:42])[C@@H:4]([NH:14][C:15]([C:17]1[S:21][C:20]([NH:22][C:23](=[O:40])[CH2:24][C:25]2[CH:33]=[CH:32][CH:31]=[C:30]3[C:26]=2[CH:27]=[N:28][N:29]3C2CCCCO2)=[N:19][C:18]=1[CH3:41])=[O:16])[CH2:5][NH:6][C:7](OC(C)(C)C)=[O:8].O1[CH2:48][CH2:47]OCC1.CN(C(ON1N=NC2C=CC=CC1=2)=[N+](C)C)C.F[P-](F)(F)(F)(F)F.C1C=CC2N(O)N=NC=2C=1.[S:83]1[CH:87]=CC=[C:84]1C(O)=O.C(N(CC)CC)C, predict the reaction product. The product is: [CH3:1][O:2][C:3](=[O:42])[C@@H:4]([NH:14][C:15]([C:17]1[S:21][C:20]([NH:22][C:23](=[O:40])[CH2:24][C:25]2[CH:33]=[CH:32][CH:31]=[C:30]3[C:26]=2[CH:27]=[N:28][NH:29]3)=[N:19][C:18]=1[CH3:41])=[O:16])[CH2:5][NH:6][C:7]([C:84]1[S:83][CH:87]=[CH:47][CH:48]=1)=[O:8]. (2) Given the reactants [Cl:1][C:2]1[C:3]2[N:4]([C:8]([CH2:12][CH2:13][C:14]([O:16]CC)=[O:15])=[N:9][C:10]=2[I:11])[CH:5]=[CH:6][N:7]=1.[Li+].[OH-].Cl, predict the reaction product. The product is: [Cl:1][C:2]1[C:3]2[N:4]([C:8]([CH2:12][CH2:13][C:14]([OH:16])=[O:15])=[N:9][C:10]=2[I:11])[CH:5]=[CH:6][N:7]=1. (3) Given the reactants CS[CH2:3][C@H:4]([N:6]1[C:14]2[C:9](=[C:10]([C:17]([F:20])([F:19])[F:18])[C:11]([C:15]#[N:16])=[CH:12][CH:13]=2)[CH:8]=[CH:7]1)[CH3:5].O[O:22][S:23]([O-:25])=O.[K+].[CH3:27]O, predict the reaction product. The product is: [CH3:27][S:23]([CH2:5][C@H:4]([N:6]1[C:14]2[C:9](=[C:10]([C:17]([F:19])([F:18])[F:20])[C:11]([C:15]#[N:16])=[CH:12][CH:13]=2)[CH:8]=[CH:7]1)[CH3:3])(=[O:25])=[O:22]. (4) Given the reactants [C:1]([NH:6][CH:7]([CH3:11])[C:8]([OH:10])=O)(=[O:5])[CH2:2][CH2:3][CH3:4].N1[CH:17]=[CH:16]C=CC=1.[C:18](=O)([OH:20])[O-:19].[Na+], predict the reaction product. The product is: [CH2:16]([O:20][C:18](=[O:19])[C:8](=[O:10])[CH:7]([NH:6][C:1](=[O:5])[CH2:2][CH2:3][CH3:4])[CH3:11])[CH3:17]. (5) The product is: [F:14][C:11]1[CH:12]=[CH:13][C:8]([C:5]2[CH:6]=[CH:7][C:2]([N:44]3[CH2:43][CH2:42][N:41]([C:39]([O:38][C:34]([CH3:37])([CH3:36])[CH3:35])=[O:40])[CH2:46][CH2:45]3)=[CH:3][CH:4]=2)=[CH:9][CH:10]=1. Given the reactants Br[C:2]1[CH:7]=[CH:6][C:5]([C:8]2[CH:13]=[CH:12][C:11]([F:14])=[CH:10][CH:9]=2)=[CH:4][CH:3]=1.[F:14][C:11]1[CH:10]=[CH:9][C:8]([C:5]2[CH:4]=[CH:3][C:2](N3CCNCC3)=[CH:7][CH:6]=2)=[CH:13][CH:12]=1.[C:34]([O:38][C:39]([N:41]1[CH2:46][CH2:45][NH:44][CH2:43][CH2:42]1)=[O:40])([CH3:37])([CH3:36])[CH3:35].CC(C)([O-])C.[Na+].C1(C)C=CC=CC=1, predict the reaction product. (6) Given the reactants [NH2:1][CH:2]([CH2:12][C:13]1[CH:18]=[CH:17][C:16]([F:19])=[CH:15][CH:14]=1)[CH:3]([C:5]1[CH:10]=[CH:9][C:8]([F:11])=[CH:7][CH:6]=1)[OH:4].[C:20]1([C:30](Cl)=[O:31])[C:29]2[C:24](=[CH:25][CH:26]=[CH:27][CH:28]=2)[CH:23]=[CH:22][CH:21]=1.C(=O)([O-])O.[Na+], predict the reaction product. The product is: [F:11][C:8]1[CH:7]=[CH:6][C:5]([CH:3]([OH:4])[CH:2]([NH:1][C:30]([C:20]2[C:29]3[C:24](=[CH:25][CH:26]=[CH:27][CH:28]=3)[CH:23]=[CH:22][CH:21]=2)=[O:31])[CH2:12][C:13]2[CH:14]=[CH:15][C:16]([F:19])=[CH:17][CH:18]=2)=[CH:10][CH:9]=1. (7) Given the reactants [CH:1]1([CH2:6][CH:7]([C:18]2[NH:32][C:21]3=[N:22][CH:23]=[C:24]([CH2:26][C:27]([N:29]([CH3:31])[CH3:30])=O)[CH:25]=[C:20]3[CH:19]=2)[C:8]2[CH:13]=[CH:12][C:11]([S:14]([CH3:17])(=[O:16])=[O:15])=[CH:10][CH:9]=2)[CH2:5][CH2:4][CH2:3][CH2:2]1.[H-].[Al+3].[Li+].[H-].[H-].[H-], predict the reaction product. The product is: [CH:1]1([CH2:6][CH:7]([C:18]2[NH:32][C:21]3=[N:22][CH:23]=[C:24]([CH2:26][CH2:27][N:29]([CH3:30])[CH3:31])[CH:25]=[C:20]3[CH:19]=2)[C:8]2[CH:13]=[CH:12][C:11]([S:14]([CH3:17])(=[O:16])=[O:15])=[CH:10][CH:9]=2)[CH2:5][CH2:4][CH2:3][CH2:2]1.